Dataset: CYP1A2 inhibition data for predicting drug metabolism from PubChem BioAssay. Task: Regression/Classification. Given a drug SMILES string, predict its absorption, distribution, metabolism, or excretion properties. Task type varies by dataset: regression for continuous measurements (e.g., permeability, clearance, half-life) or binary classification for categorical outcomes (e.g., BBB penetration, CYP inhibition). Dataset: cyp1a2_veith. (1) The compound is CN1CCN(c2ccc([N+](=O)[O-])cc2C(=O)N2CCOCC2)CC1. The result is 0 (non-inhibitor). (2) The compound is OC[C@H]1NC[C@H](O)[C@@H](O)[C@H]1O. The result is 0 (non-inhibitor). (3) The result is 1 (inhibitor). The compound is CSc1nc(Oc2ccc(F)cc2)c2ccccc2n1. (4) The compound is CCOC(=O)c1[nH]c2ccc(Cl)cc2c1-c1ccccc1. The result is 1 (inhibitor). (5) The molecule is Cc1ccc(C2Nc3ccccc3C(=O)N2Cc2ccco2)cc1. The result is 1 (inhibitor).